Dataset: Full USPTO retrosynthesis dataset with 1.9M reactions from patents (1976-2016). Task: Predict the reactants needed to synthesize the given product. (1) Given the product [CH:1]([Si:4]([CH:8]([CH3:10])[CH3:9])([CH:5]([CH3:7])[CH3:6])[O:26][C:21]1[CH:22]=[CH:23][CH:24]=[C:25]2[C:20]=1[CH:19]=[CH:18][NH:17]2)([CH3:3])[CH3:2], predict the reactants needed to synthesize it. The reactants are: [CH:1]([Si:4](Cl)([CH:8]([CH3:10])[CH3:9])[CH:5]([CH3:7])[CH3:6])([CH3:3])[CH3:2].N1C=CN=C1.[NH:17]1[C:25]2[CH:24]=[CH:23][CH:22]=[C:21]([OH:26])[C:20]=2[CH:19]=[CH:18]1. (2) Given the product [CH:24]([N:20]1[CH2:21][CH2:22][N:17]([C:15]([O:14][CH2:7][C:8]2[CH:9]=[CH:10][CH:11]=[CH:12][CH:13]=2)=[O:16])[CH2:18][CH:19]1[CH3:23])([CH3:26])[CH3:25], predict the reactants needed to synthesize it. The reactants are: C(=O)([O-])[O-].[K+].[K+].[CH2:7]([O:14][C:15]([N:17]1[CH2:22][CH2:21][NH:20][C@@H:19]([CH3:23])[CH2:18]1)=[O:16])[C:8]1[CH:13]=[CH:12][CH:11]=[CH:10][CH:9]=1.[CH:24](I)([CH3:26])[CH3:25]. (3) Given the product [CH2:7]1[C:15]2[C:10](=[CH:11][C:12]([CH2:16][OH:17])=[CH:13][CH:14]=2)[CH2:9][CH2:8]1, predict the reactants needed to synthesize it. The reactants are: [H-].[H-].[H-].[H-].[Li+].[Al+3].[CH2:7]1[C:15]2[C:10](=[CH:11][C:12]([C:16](O)=[O:17])=[CH:13][CH:14]=2)[CH2:9][CH2:8]1. (4) Given the product [NH2:7][C@H:3]1[CH2:4][CH2:5][CH2:6][N:1]([C:16]2[C:17](=[O:24])[N:18]([CH3:23])[CH:19]=[C:20]([N:34]3[C:28]4[CH:27]=[C:26]([C:39]5[CH:38]=[N:37][N:36]([CH3:35])[CH:40]=5)[N:31]=[CH:30][C:29]=4[CH:32]=[N:33]3)[N:21]=2)[CH2:2]1, predict the reactants needed to synthesize it. The reactants are: [NH:1]1[CH2:6][CH2:5][CH2:4][C@H:3]([NH:7]C(=O)OC(C)(C)C)[CH2:2]1.Br[C:16]1[C:17](=[O:24])[N:18]([CH3:23])[CH:19]=[C:20](Br)[N:21]=1.Cl[C:26]1[N:31]=[CH:30][C:29]2[CH:32]=[N:33][NH:34][C:28]=2[CH:27]=1.[CH3:35][N:36]1[CH:40]=[C:39](B2OC(C)(C)C(C)(C)O2)[CH:38]=[N:37]1. (5) Given the product [O:42]=[C:36]1[CH:35]([N:29]2[CH2:28][C:27]3[C:31](=[CH:32][CH:33]=[C:25]([CH2:24][NH:23][C:3](=[O:5])[C:2]([F:1])([F:21])[C:6]4[CH:11]=[CH:10][CH:9]=[C:8]([O:12][CH2:13][CH2:14][N:15]5[CH2:20][CH2:19][CH2:18][CH2:17][CH2:16]5)[CH:7]=4)[CH:26]=3)[C:30]2=[O:34])[CH2:40][CH2:39][C:38](=[O:41])[NH:37]1, predict the reactants needed to synthesize it. The reactants are: [F:1][C:2]([F:21])([C:6]1[CH:11]=[CH:10][CH:9]=[C:8]([O:12][CH2:13][CH2:14][N:15]2[CH2:20][CH2:19][CH2:18][CH2:17][CH2:16]2)[CH:7]=1)[C:3]([OH:5])=O.Cl.[NH2:23][CH2:24][C:25]1[CH:26]=[C:27]2[C:31](=[CH:32][CH:33]=1)[C:30](=[O:34])[N:29]([CH:35]1[CH2:40][CH2:39][C:38](=[O:41])[NH:37][C:36]1=[O:42])[CH2:28]2.C(N(CC)C(C)C)(C)C.F[P-](F)(F)(F)(F)F.CN(C(N(C)C)=[N+]1C2C(=NC=CC=2)[N+]([O-])=N1)C.